From a dataset of Peptide-MHC class II binding affinity with 134,281 pairs from IEDB. Regression. Given a peptide amino acid sequence and an MHC pseudo amino acid sequence, predict their binding affinity value. This is MHC class II binding data. (1) The peptide sequence is FRLLQNSQVFSLIRP. The MHC is DRB1_0901 with pseudo-sequence DRB1_0901. The binding affinity (normalized) is 0.402. (2) The peptide sequence is IHRIRTLIGQEKYTDHHHHHH. The MHC is DRB1_1301 with pseudo-sequence DRB1_1301. The binding affinity (normalized) is 0.808.